Dataset: Retrosynthesis with 50K atom-mapped reactions and 10 reaction types from USPTO. Task: Predict the reactants needed to synthesize the given product. Given the product CCCC(Nc1cnc(-c2ccc(C(F)(F)F)cc2)nc1)c1ccc(C(=O)OCC)cc1, predict the reactants needed to synthesize it. The reactants are: CCCC(=O)c1ccc(C(=O)OCC)cc1.Nc1cnc(-c2ccc(C(F)(F)F)cc2)nc1.